Dataset: Full USPTO retrosynthesis dataset with 1.9M reactions from patents (1976-2016). Task: Predict the reactants needed to synthesize the given product. (1) Given the product [F:21][C:20]([F:23])([F:22])[C:18]([OH:24])=[O:19].[NH2:7][CH:8]1[CH2:13][CH:12]2[CH2:14][CH2:15][CH:9]1[CH2:10][C:11]2=[O:16], predict the reactants needed to synthesize it. The reactants are: C(OC(=O)[NH:7][CH:8]1[CH2:13][CH:12]2[CH2:14][CH2:15][CH:9]1[CH2:10][C:11]2=[O:16])(C)(C)C.[C:18]([OH:24])([C:20]([F:23])([F:22])[F:21])=[O:19]. (2) Given the product [F:1][C:2]1[CH:7]=[C:6]([F:8])[CH:5]=[CH:4][C:3]=1[C:9]1[N:10]=[C:11]2[N:15]([C:16]=1[C:17]1[CH:18]=[N:19][C:20]3[N:21]([C:25]([CH:26]([CH3:28])[CH3:27])=[N:24][N:23]=3)[CH:22]=1)[CH:14]=[CH:13][O:12]2, predict the reactants needed to synthesize it. The reactants are: [F:1][C:2]1[CH:7]=[C:6]([F:8])[CH:5]=[CH:4][C:3]=1[C:9]1[N:10]=[C:11]2[N:15]([C:16]=1[C:17]1[CH:18]=[N:19][C:20]([NH:23][NH2:24])=[N:21][CH:22]=1)[CH:14]=[CH:13][O:12]2.[CH:25](=O)[CH:26]([CH3:28])[CH3:27].C(O)(=O)C.C(O)(=O)C.IC1C=CC=CC=1. (3) Given the product [OH:32][C:29]1[CH:28]=[CH:27][C:26]([CH2:25][CH2:24][NH:23][C:19]2[N:18]=[C:17]([C:13]3[CH:12]=[C:11]([CH:16]=[CH:15][CH:14]=3)[CH2:10][N:5]([S:6]([CH3:9])(=[O:8])=[O:7])[CH2:4][CH2:3][CH2:2][NH:1][C:36](=[O:37])[C:35]3[CH:39]=[CH:40][CH:41]=[CH:42][C:34]=3[CH3:33])[CH:22]=[CH:21][N:20]=2)=[CH:31][CH:30]=1, predict the reactants needed to synthesize it. The reactants are: [NH2:1][CH2:2][CH2:3][CH2:4][N:5]([CH2:10][C:11]1[CH:16]=[CH:15][CH:14]=[C:13]([C:17]2[CH:22]=[CH:21][N:20]=[C:19]([NH:23][CH2:24][CH2:25][C:26]3[CH:31]=[CH:30][C:29]([OH:32])=[CH:28][CH:27]=3)[N:18]=2)[CH:12]=1)[S:6]([CH3:9])(=[O:8])=[O:7].[CH3:33][C:34]1[CH:42]=[CH:41][CH:40]=[CH:39][C:35]=1[C:36](O)=[O:37]. (4) The reactants are: [CH:1]([NH:4][C:5](=[O:18])[C:6]([N:8]1[CH2:12][CH2:11][CH:10]([C:13]([O:15]C)=[O:14])[C@@H:9]1[CH3:17])=[O:7])([CH3:3])[CH3:2].[Li+].[OH-].CO.Cl. Given the product [CH:1]([NH:4][C:5](=[O:18])[C:6]([N:8]1[CH2:12][CH2:11][CH:10]([C:13]([OH:15])=[O:14])[C@@H:9]1[CH3:17])=[O:7])([CH3:3])[CH3:2], predict the reactants needed to synthesize it. (5) Given the product [C:1]([O:5][C:6](=[O:17])[C@@H:7]([N:9]1[C:10]2[CH:15]=[CH:14][CH:13]=[CH:12][C:11]=2[NH:16][C:23]1=[O:24])[CH3:8])([CH3:2])([CH3:3])[CH3:4], predict the reactants needed to synthesize it. The reactants are: [C:1]([O:5][C:6](=[O:17])[C@@H:7]([NH:9][C:10]1[CH:15]=[CH:14][CH:13]=[CH:12][C:11]=1[NH2:16])[CH3:8])([CH3:4])([CH3:3])[CH3:2].C1N=CN([C:23](N2C=NC=C2)=[O:24])C=1. (6) The reactants are: Br[C:2]1[CH:7]=[CH:6][C:5]([NH:8][C:9]([C:11]2[NH:12][CH:13]=[C:14]([C:16]#[N:17])[N:15]=2)=[O:10])=[C:4]([C:18]2[CH2:23][CH2:22][C:21]([CH3:25])([CH3:24])[CH2:20][CH:19]=2)[CH:3]=1.C([Mg]Cl)(C)C.C([Li])(C)(C)C.[S:36]1[CH2:41][CH2:40][C:39](=[O:42])[CH2:38][CH2:37]1.[NH4+].[Cl-]. Given the product [CH3:24][C:21]1([CH3:25])[CH2:22][CH2:23][C:18]([C:4]2[CH:3]=[C:2]([C:39]3([OH:42])[CH2:40][CH2:41][S:36][CH2:37][CH2:38]3)[CH:7]=[CH:6][C:5]=2[NH:8][C:9]([C:11]2[NH:12][CH:13]=[C:14]([C:16]#[N:17])[N:15]=2)=[O:10])=[CH:19][CH2:20]1, predict the reactants needed to synthesize it. (7) Given the product [C:28]([NH:31][C:32]1[C:40]([Cl:41])=[CH:39][C:35]([C:36]([NH:1][C@H:2]([C:8]([OH:10])=[O:9])[CH2:3][CH2:4][C:5]([OH:7])=[O:6])=[O:38])=[C:34]([O:42][CH3:43])[CH:33]=1)(=[O:30])[CH3:29], predict the reactants needed to synthesize it. The reactants are: [NH:1](C(OCC1C2C(=CC=CC=2)C2C1=CC=CC=2)=O)[C@H:2]([C:8]([OH:10])=[O:9])[CH2:3][CH2:4][C:5](=[O:7])[OH:6].[C:28]([NH:31][C:32]1[C:40]([Cl:41])=[CH:39][C:35]([C:36]([OH:38])=O)=[C:34]([O:42][CH3:43])[CH:33]=1)(=[O:30])[CH3:29].CN(C(ON1N=NC2C=CC=CC1=2)=[N+](C)C)C.[B-](F)(F)(F)F.C1C=CC2N(O)N=NC=2C=1.CCN(C(C)C)C(C)C. (8) The reactants are: [CH2:1]([O:3][C:4]([C:6]1[S:10][C:9]([CH3:11])=[N:8][C:7]=1[S:12]C(=O)N(C)C)=[O:5])[CH3:2].[H-].[Na+]. Given the product [CH2:1]([O:3][C:4]([C:6]1[S:10][C:9]([CH3:11])=[N:8][C:7]=1[SH:12])=[O:5])[CH3:2], predict the reactants needed to synthesize it. (9) Given the product [NH2:1][C:2]1[C:21]([F:22])=[C:20]([Cl:23])[CH:19]=[CH:18][C:3]=1[CH2:4][N:5]1[C:14]2[C:9](=[CH:10][CH:11]=[C:12]([C:29]3[C:25]([CH3:24])=[N:26][O:27][C:28]=3[CH3:39])[CH:13]=2)[C:8](=[O:16])[CH:7]=[C:6]1[CH3:17], predict the reactants needed to synthesize it. The reactants are: [NH2:1][C:2]1[C:21]([F:22])=[C:20]([Cl:23])[CH:19]=[CH:18][C:3]=1[CH2:4][N:5]1[C:14]2[C:9](=[CH:10][CH:11]=[C:12](Br)[CH:13]=2)[C:8](=[O:16])[CH:7]=[C:6]1[CH3:17].[CH3:24][C:25]1[C:29](B2OC(C)(C)C(C)(C)O2)=[C:28]([CH3:39])[O:27][N:26]=1.C(=O)(O)[O-].[Na+].C1(P(C2C=CC=CC=2)C2C=CC=CC=2)C=CC=CC=1.